Binary Classification. Given a T-cell receptor sequence (or CDR3 region) and an epitope sequence, predict whether binding occurs between them. From a dataset of TCR-epitope binding with 47,182 pairs between 192 epitopes and 23,139 TCRs. (1) The epitope is ELAGIGILTV. The TCR CDR3 sequence is CASSLTGDYGYTF. Result: 0 (the TCR does not bind to the epitope). (2) The epitope is YLDAYNMMI. The TCR CDR3 sequence is CASSFVTGPLYNEQFF. Result: 1 (the TCR binds to the epitope). (3) The epitope is TPRVTGGGAM. The TCR CDR3 sequence is CASSLPGSGELFF. Result: 0 (the TCR does not bind to the epitope). (4) The epitope is NLVPMVATV. The TCR CDR3 sequence is CASSLLSGGQEKLFF. Result: 1 (the TCR binds to the epitope). (5) The epitope is MPASWVMRI. The TCR CDR3 sequence is CASSPGTSKGRNEQYF. Result: 1 (the TCR binds to the epitope). (6) The epitope is EIYKRWII. The TCR CDR3 sequence is CASSLVIAGLQETQYF. Result: 0 (the TCR does not bind to the epitope).